This data is from Reaction yield outcomes from USPTO patents with 853,638 reactions. The task is: Predict the reaction yield, written as a fraction of the theoretical maximum amount of product (1.0 means a 100% yield; for example, 0.34 means a 34% yield). (1) The reactants are [F:1][C:2]1[CH:3]=[CH:4][C:5]2[C:14]([CH:15]=1)=[C:13]1[C:8]([CH:9]=[CH:10][CH:11]=[CH:12]1)=[N:7][C:6]=2[NH2:16].[C:17](Cl)(=O)[CH3:18].C(=O)(O)[O-].[Na+]. The catalyst is O.C(O)(C)C. The product is [F:1][C:2]1[CH:3]=[CH:4][C:5]2[C:6]3[N:7]([CH:17]=[CH:18][N:16]=3)[C:8]3[CH:9]=[CH:10][CH:11]=[CH:12][C:13]=3[C:14]=2[CH:15]=1. The yield is 0.520. (2) The reactants are [O:1]=[C:2]1[CH2:7][NH:6][CH2:5][CH2:4][N:3]1[C:8]1[CH:13]=[CH:12][C:11]([S:14]([NH:17][C:18]2[S:19][CH:20]=[CH:21][N:22]=2)(=[O:16])=[O:15])=[CH:10][CH:9]=1.[Cl:23][C:24]1[CH:25]=[C:26]2[C:30](=[CH:31][CH:32]=1)[N:29]([CH2:33][CH2:34][C:35](O)=[O:36])[CH:28]=[CH:27]2.CN(C(ON1N=NC2C=CC=NC1=2)=[N+](C)C)C.F[P-](F)(F)(F)(F)F.C(=O)(O)[O-].[Na+].Cl.S1C(N)=NC=N1. No catalyst specified. The product is [Cl:23][C:24]1[CH:25]=[C:26]2[C:30](=[CH:31][CH:32]=1)[N:29]([CH2:33][CH2:34][C:35]([N:6]1[CH2:5][CH2:4][N:3]([C:8]3[CH:9]=[CH:10][C:11]([S:14]([NH:17][C:18]4[S:19][CH:20]=[CH:21][N:22]=4)(=[O:16])=[O:15])=[CH:12][CH:13]=3)[C:2](=[O:1])[CH2:7]1)=[O:36])[CH:28]=[CH:27]2. The yield is 0.320. (3) The reactants are C([O:8][C:9]1[C:14]([CH2:15][N:16]2[CH2:25][CH2:24][C:23]3[C:18](=[C:19]([Cl:40])[C:20]([C:27](=[C:29]4[CH2:32][N:31](C(OC(C)(C)C)=O)[CH2:30]4)[CH3:28])=[CH:21][C:22]=3[Cl:26])[C:17]2=[O:41])=[C:13]([CH3:42])[CH:12]=[C:11]([CH3:43])[N:10]=1)C1C=CC=CC=1.FC(F)(F)C(O)=O. No catalyst specified. The product is [NH:31]1[CH2:32][C:29](=[C:27]([C:20]2[C:19]([Cl:40])=[C:18]3[C:23]([CH2:24][CH2:25][N:16]([CH2:15][C:14]4[C:9](=[O:8])[NH:10][C:11]([CH3:43])=[CH:12][C:13]=4[CH3:42])[C:17]3=[O:41])=[C:22]([Cl:26])[CH:21]=2)[CH3:28])[CH2:30]1. The yield is 1.00. (4) The reactants are C(N)(=O)C1C=CC=CC=1.[NH2:10][C:11]1[N:12]=[CH:13][C:14]([C:19]2[CH:20]=[C:21]([CH:34]=[CH:35][CH:36]=2)[C:22]([NH:24][CH2:25][C:26]2[CH:31]=[CH:30][C:29]([Cl:32])=[CH:28][C:27]=2[F:33])=[O:23])=[N:15][C:16]=1[C:17]#[N:18].[NH:37]([C:39]([C@H:41]1[CH2:46][CH2:45][CH2:44][N:43](C(OC(C)(C)C)=O)[CH2:42]1)=O)[NH2:38]. The catalyst is O. The product is [NH2:10][C:11]1[N:12]=[CH:13][C:14]([C:19]2[CH:20]=[C:21]([CH:34]=[CH:35][CH:36]=2)[C:22]([NH:24][CH2:25][C:26]2[CH:31]=[CH:30][C:29]([Cl:32])=[CH:28][C:27]=2[F:33])=[O:23])=[N:15][C:16]=1[C:17]1[NH:38][N:37]=[C:39]([CH:41]2[CH2:46][CH2:45][CH2:44][NH:43][CH2:42]2)[N:18]=1. The yield is 0.650.